From a dataset of Reaction yield outcomes from USPTO patents with 853,638 reactions. Predict the reaction yield, written as a fraction of the theoretical maximum amount of product (1.0 means a 100% yield; for example, 0.34 means a 34% yield). The reactants are [C:1]([O:5][C:6]([NH:8][C:9]1[CH:10]=[CH:11][C:12]([C:15](OCC)=[O:16])=[N:13][CH:14]=1)=[O:7])([CH3:4])([CH3:3])[CH3:2].[H-].[H-].[H-].[H-].[Li+].[Al+3].O.[OH-].[Na+]. The catalyst is C(OCC)C. The product is [OH:16][CH2:15][C:12]1[N:13]=[CH:14][C:9]([NH:8][C:6](=[O:7])[O:5][C:1]([CH3:3])([CH3:2])[CH3:4])=[CH:10][CH:11]=1. The yield is 0.780.